This data is from Catalyst prediction with 721,799 reactions and 888 catalyst types from USPTO. The task is: Predict which catalyst facilitates the given reaction. (1) Reactant: [CH2:1]([C:3]1[CH:8]=[CH:7][C:6]([N:9]2[CH2:13][CH2:12][C:11]3([CH2:18][CH2:17][N:16]([S:19]([C:22]4[CH:27]=[CH:26][CH:25]=[CH:24][C:23]=4I)(=[O:21])=[O:20])[CH2:15][CH2:14]3)[C:10]2=[O:29])=[CH:5][CH:4]=1)[CH3:2].[NH:30]1[CH2:34][CH2:33][CH2:32][C:31]1=[O:35].C([O-])([O-])=O.[K+].[K+].CNCCNC. Product: [CH2:1]([C:3]1[CH:8]=[CH:7][C:6]([N:9]2[CH2:13][CH2:12][C:11]3([CH2:18][CH2:17][N:16]([S:19]([C:22]4[CH:27]=[CH:26][CH:25]=[CH:24][C:23]=4[N:30]4[CH2:34][CH2:33][CH2:32][C:31]4=[O:35])(=[O:21])=[O:20])[CH2:15][CH2:14]3)[C:10]2=[O:29])=[CH:5][CH:4]=1)[CH3:2]. The catalyst class is: 3. (2) Reactant: [Cl:1][C:2]1[N:7]=[C:6](Cl)[CH:5]=[CH:4][N:3]=1.[OH:9][C:10]1[C:15]([C:16]([F:19])([F:18])[F:17])=[CH:14][CH:13]=[CH:12][C:11]=1B(O)O.C(=O)([O-])[O-].[Na+].[Na+]. Product: [Cl:1][C:2]1[N:7]=[C:6]([C:11]2[CH:12]=[CH:13][CH:14]=[C:15]([C:16]([F:19])([F:18])[F:17])[C:10]=2[OH:9])[CH:5]=[CH:4][N:3]=1. The catalyst class is: 745. (3) Reactant: [Cl:1][C:2]1[CH:7]=[CH:6][CH:5]=[CH:4][C:3]=1[C@H:8]1[O:10][C@:9]1([CH2:19][N:20]1[C:24](=[S:25])[NH:23][CH:22]=[N:21]1)[C:11]1[CH:16]=[CH:15][C:14]([F:17])=[CH:13][C:12]=1[F:18].[CH2:26]([N:28](CC)CC)C.C(OCC)(=O)C. Product: [Cl:1][C:2]1[CH:7]=[CH:6][CH:5]=[CH:4][C:3]=1[C@H:8]1[O:10][C@:9]1([CH2:19][N:20]1[C:24]([S:25][C:26]#[N:28])=[N:23][CH:22]=[N:21]1)[C:11]1[CH:16]=[CH:15][C:14]([F:17])=[CH:13][C:12]=1[F:18]. The catalyst class is: 7. (4) Reactant: Cl[C:2]1[N:11]=[C:10]([N:12]2[CH2:17][CH2:16][O:15][CH2:14][CH2:13]2)[C:9]2[C:4](=[CH:5][C:6]([C:19]3[CH:24]=[CH:23][CH:22]=[C:21]([S:25]([CH3:28])(=[O:27])=[O:26])[CH:20]=3)=[C:7](F)[CH:8]=2)[N:3]=1.[NH2:29][C:30]1[N:35]=[CH:34][C:33](B(O)O)=[CH:32][N:31]=1.C(=O)([O-])[O-].[Cs+].[Cs+].CN(C=O)C. Product: [CH3:28][S:25]([C:21]1[CH:20]=[C:19]([C:6]2[CH:5]=[C:4]3[C:9]([C:10]([N:12]4[CH2:17][CH2:16][O:15][CH2:14][CH2:13]4)=[N:11][C:2]([C:33]4[CH:32]=[N:31][C:30]([NH2:29])=[N:35][CH:34]=4)=[N:3]3)=[CH:8][CH:7]=2)[CH:24]=[CH:23][CH:22]=1)(=[O:27])=[O:26]. The catalyst class is: 189. (5) Reactant: [C:1]1([CH2:7][CH2:8][N:9]([C@H:17]2[C:30]3[CH:29]=[C:28]4[C:23]([NH:24][C:25](=[O:31])[CH2:26][O:27]4)=[CH:22][C:21]=3[O:20][C:19]([CH3:33])([CH3:32])[C@@H:18]2[OH:34])[C:10](=[O:16])[O:11][C:12]([CH3:15])([CH3:14])[CH3:13])[CH:6]=[CH:5][CH:4]=[CH:3][CH:2]=1.[C:35](=O)([O-])[O-].[K+].[K+].CI.[Cl-].[NH4+]. Product: [C:1]1([CH2:7][CH2:8][N:9]([C@H:17]2[C:30]3[CH:29]=[C:28]4[C:23]([N:24]([CH3:35])[C:25](=[O:31])[CH2:26][O:27]4)=[CH:22][C:21]=3[O:20][C:19]([CH3:33])([CH3:32])[C@@H:18]2[OH:34])[C:10](=[O:16])[O:11][C:12]([CH3:15])([CH3:14])[CH3:13])[CH:6]=[CH:5][CH:4]=[CH:3][CH:2]=1. The catalyst class is: 9.